Task: Predict the reactants needed to synthesize the given product.. Dataset: Full USPTO retrosynthesis dataset with 1.9M reactions from patents (1976-2016) (1) Given the product [C:35]([O:34][C@@H:28]([C:15]1[C:14]([CH3:39])=[N:13][C:12]2=[CH:40][C:9]3=[N:10][N:11]2[C:16]=1[N:17]1[CH2:18][CH2:19][C:20]([CH3:23])([O:24][CH2:25][CH2:26][CH2:27][CH2:1][C:4]2[CH:44]=[C:43]([F:45])[C:42]([F:46])=[CH:41][C:5]=2[CH2:6][O:7][CH2:8]3)[CH2:21][CH2:22]1)[C:29]([O:31][CH2:32][CH3:33])=[O:30])([CH3:37])([CH3:36])[CH3:38], predict the reactants needed to synthesize it. The reactants are: [CH2:1]([C:4]1[CH:44]=[C:43]([F:45])[C:42]([F:46])=[CH:41][C:5]=1[CH2:6][O:7][CH2:8][C:9]1[CH:40]=[C:12]2[N:13]=[C:14]([CH3:39])[C:15]([C@H:28]([O:34][C:35]([CH3:38])([CH3:37])[CH3:36])[C:29]([O:31][CH2:32][CH3:33])=[O:30])=[C:16]([N:17]3[CH2:22][CH2:21][C:20]([O:24][CH2:25][CH:26]=[CH2:27])([CH3:23])[CH2:19][CH2:18]3)[N:11]2[N:10]=1)C=C.[BH4-].[Na+]. (2) Given the product [CH3:4][C:2]([NH:5][CH2:6][C@H:7]([OH:17])[C:8]1[CH:9]=[CH:10][C:11]([OH:16])=[C:12]([CH2:14][OH:15])[CH:13]=1)([CH3:1])[CH3:3], predict the reactants needed to synthesize it. The reactants are: [CH3:1][C:2]([NH:5][CH2:6][C@H:7]([OH:17])[C:8]1[CH:9]=[CH:10][C:11]([OH:16])=[C:12]([CH2:14][OH:15])[CH:13]=1)([CH3:4])[CH3:3].Cl.C(O)C. (3) Given the product [CH2:20]([O:22][C:23](=[O:50])/[C:24](/[NH2:49])=[C:25]1/[CH2:26][C:27](=[O:40])[N:28]([CH2:31][C:32]2[CH:37]=[CH:36][C:35]([F:38])=[C:34]([Cl:39])[CH:33]=2)[CH2:29][CH2:30]/1)[CH3:21], predict the reactants needed to synthesize it. The reactants are: C1(C)C=CC=CC=1.[F-].[K+].C(N(C(C)C)CC)(C)C.O.[CH2:20]([O:22][C:23](=[O:50])[CH:24]([NH2:49])[CH:25]1[CH2:30][CH2:29][N:28]([CH2:31][C:32]2[CH:37]=[CH:36][C:35]([F:38])=[C:34]([Cl:39])[CH:33]=2)[C:27](=[O:40])[CH:26]1S(C1C=CC=CC=1)=O)[CH3:21]. (4) The reactants are: [Cl:1][C:2]1[CH:7]=[CH:6][C:5]([C@H:8]([C:21](=[O:43])[N:22]2[CH2:27][CH2:26][N:25]([C:28]3[C:33]([C:34]4[CH:35]=[N:36][CH:37]=[CH:38][CH:39]=4)=[CH:32][N:31]=[C:30]4[NH:40][CH:41]=[CH:42][C:29]=34)[CH2:24][CH2:23]2)[CH2:9][N:10]([CH:18]([CH3:20])[CH3:19])C(=O)OC(C)(C)C)=[CH:4][CH:3]=1. Given the product [Cl:1][C:2]1[CH:7]=[CH:6][C:5]([C@@H:8]([CH2:9][NH:10][CH:18]([CH3:20])[CH3:19])[C:21]([N:22]2[CH2:27][CH2:26][N:25]([C:28]3[C:33]([C:34]4[CH:35]=[N:36][CH:37]=[CH:38][CH:39]=4)=[CH:32][N:31]=[C:30]4[NH:40][CH:41]=[CH:42][C:29]=34)[CH2:24][CH2:23]2)=[O:43])=[CH:4][CH:3]=1, predict the reactants needed to synthesize it. (5) Given the product [Br:1][C:2]1[CH:7]=[C:6]([CH2:8][C:9]2[CH:14]=[CH:13][C:12]([CH2:15][CH3:16])=[CH:11][CH:10]=2)[C:5]([Cl:17])=[CH:4][C:3]=1[O:18][CH2:31][CH2:32][O:33][C:34]([F:37])([F:36])[F:35], predict the reactants needed to synthesize it. The reactants are: [Br:1][C:2]1[CH:7]=[C:6]([CH2:8][C:9]2[CH:14]=[CH:13][C:12]([CH2:15][CH3:16])=[CH:11][CH:10]=2)[C:5]([Cl:17])=[CH:4][C:3]=1[OH:18].CC(C)([O-])C.[K+].FC(F)(F)S(O[CH2:31][CH2:32][O:33][C:34]([F:37])([F:36])[F:35])(=O)=O.[NH4+].[Cl-]. (6) Given the product [Si:1]([O:8][CH2:9][C:10]1[N:11]([CH3:33])[C:12]2[C:17]([CH:18]=1)=[CH:16][C:15]1[C:19](=[N:39][CH2:38][C:37]3[CH:40]=[CH:41][C:42]([O:44][CH3:45])=[CH:43][C:36]=3[O:35][CH3:34])[CH2:20][CH2:21][CH2:22][CH2:23][N:24]([C:25]([O:27][C:28]([CH3:31])([CH3:30])[CH3:29])=[O:26])[C:14]=1[CH:13]=2)([C:4]([CH3:7])([CH3:5])[CH3:6])([CH3:3])[CH3:2], predict the reactants needed to synthesize it. The reactants are: [Si:1]([O:8][CH2:9][C:10]1[N:11]([CH3:33])[C:12]2[C:17]([CH:18]=1)=[CH:16][C:15]1[C:19](=O)[CH2:20][CH2:21][CH2:22][CH2:23][N:24]([C:25]([O:27][C:28]([CH3:31])([CH3:30])[CH3:29])=[O:26])[C:14]=1[CH:13]=2)([C:4]([CH3:7])([CH3:6])[CH3:5])([CH3:3])[CH3:2].[CH3:34][O:35][C:36]1[CH:43]=[C:42]([O:44][CH3:45])[CH:41]=[CH:40][C:37]=1[CH2:38][NH2:39].CCN(CC)CC. (7) Given the product [CH:1]([C:4]1[CH:11]=[CH:10][C:7]([CH2:8][C:13]([CH3:15])([OH:14])[CH3:12])=[CH:6][CH:5]=1)([CH3:3])[CH3:2], predict the reactants needed to synthesize it. The reactants are: [CH:1]([C:4]1[CH:11]=[CH:10][C:7]([CH2:8]Cl)=[CH:6][CH:5]=1)([CH3:3])[CH3:2].[CH3:12][C:13]([CH3:15])=[O:14].